From a dataset of Full USPTO retrosynthesis dataset with 1.9M reactions from patents (1976-2016). Predict the reactants needed to synthesize the given product. Given the product [Br:8][C:20]1[CH:21]=[N:22][N:23]([CH3:24])[C:19]=1[C:11]1[CH:12]=[C:13]([C:15]([OH:17])=[O:16])[S:14][C:10]=1[CH3:9], predict the reactants needed to synthesize it. The reactants are: C1C(=O)N([Br:8])C(=O)C1.[CH3:9][C:10]1[S:14][C:13]([C:15]([O:17]C)=[O:16])=[CH:12][C:11]=1[C:19]1[N:23]([CH3:24])[N:22]=[CH:21][CH:20]=1.[OH-].[Na+].